Dataset: Experimentally validated miRNA-target interactions with 360,000+ pairs, plus equal number of negative samples. Task: Binary Classification. Given a miRNA mature sequence and a target amino acid sequence, predict their likelihood of interaction. (1) The miRNA is hsa-miR-4322 with sequence CUGUGGGCUCAGCGCGUGGGG. The protein sequence of the target gene is MSGKSLLLKVILLGDGGVGKSSLMNRYVTNKFDSQAFHTIGVEFLNRDLEVDGRFVTLQIWDTAGQERFKSLRTPFYRGADCCLLTFSVDDRQSFENLGNWQKEFIYYADVKDPEHFPFVVLGNKVDKEDRQVTTEEAQTWCMENGDYPYLETSAKDDTNVTVAFEEAVRQVLAVEEQLEHCMLGHTIDLNSGSKAGSSCC. Result: 0 (no interaction). (2) The miRNA is hsa-miR-4804-5p with sequence UUGGACGGUAAGGUUAAGCAA. The protein sequence of the target gene is MLKFKYGVRNPPEASASEPIASRASRLNLFFQGKPPLMTQQQMSALSREGMLDALFALFEECSQPALMKMKHVSSFVQKYSDTIAELRELQPSARDFEVRSLVGCGHFAEVQVVREKATGDVYAMKIMKKKALLAQEQVSFFEEERNILSRSTSPWIPQLQYAFQDKNNLYLVMEYQPGGDFLSLLNRYEDQLDESMIQFYLAELILAVHSVHQMGYVHRDIKPENILIDRTGEIKLVDFGSAAKMNSNKVDAKLPIGTPDYMAPEVLTVMNEDRRGTYGLDCDWWSVGVVAYEMVYGKT.... Result: 0 (no interaction). (3) The miRNA is mmu-miR-24-2-5p with sequence GUGCCUACUGAGCUGAAACAGU. The protein sequence of the target gene is MMAADIPRVTTPLSSLVQVPQEEDRQEEEVTTMILEDDSWVQEAVLQEDGPESEPFPQSAGKGGPQEEVTRGPQGALGRLRELCRRWLRPEVHTKEQMLTMLPKEIQAWLQEHRPESSEEAAALVEDLTQTLQDSDFEIQSENGENCNQDMFENESRKIFSEMPEGESAQHSDGESDFERDAGIQRLQGHSPGEDHGEVVSQDREVGQLIGLQGTYLGEKPYECPQCGKTFSRKSHLITHERTHTGEKYYKCDECGKSFSDGSNFSRHQTTHTGEKPYKCRDCGKSFSRSANLITHQRIH.... Result: 0 (no interaction). (4) The protein sequence of the target gene is MELNSLLILLEAAEYLERRDREAEHGYASVLPFDGDFAREKTKAAGLVRKAPNNRSSHNELEKHRRAKLRLYLEQLKQLVPLGPDSTRHTTLSLLKRAKVHIKKLEEQDRRALSIKEQLQQEHRFLKRRLEQLSVQSVERVRTDSTGSAVSTDDSEQEVDIEGMEFGPGELDSVGSSSDADDHYSLQSGTGGDSGFGPHCRRLGRPALS. The miRNA is hsa-miR-3670 with sequence AGAGCUCACAGCUGUCCUUCUCUA. Result: 0 (no interaction). (5) The miRNA is rno-miR-208b-3p with sequence AUAAGACGAACAAAAGGU. The protein sequence of the target gene is MDKFVIRTPRIQNSPKKKLGEKVYKQATIESLKRVVVIEDIKRWKTMLELPDQTKENLVAALQELKKKMPSREVLRSTRIGHAVNKMRRHSDPEVAGLAKEVYTEWKTFIEKHLDRPSIEVRSDPKTESFRKNAQKLLSEALELKMDHLLVENIERETFHLCSRLINGPYRRTVRALVFTLKHRAEIREQVKSGALPVGTFVQTHKK. Result: 0 (no interaction). (6) The miRNA is dre-miR-430b-3p with sequence AAAGUGCUAUCAAGUUGGGGUAG. The protein sequence of the target gene is MLTAAVLSCALLLALPATRGAQMGLAPMEGIRRPDQALLPELPGLGLRAPLKKTTAEQAEEDLLQEAQALAEVLDLQDREPRSSRRCVRLHESCLGQQVPCCDPCATCYCRFFNAFCYCRKLGTAMNPCSRT. Result: 0 (no interaction). (7) The miRNA is hsa-miR-3115 with sequence AUAUGGGUUUACUAGUUGGU. The protein sequence of the target gene is MFTSEKGVVEEWLSEFKTLPETSLPNYATNLKDKSSLVSSLYKVIQEPQSELLEPVCHQLFEFYRSGEEQLLQFTLQFLPELIWCYLAVSASRNVHSSGCIEALLLGVYNLEIVDKQGHTKVLSFTIPSLSKPSVYHEPSSIGSMALTESALSQHGLSKVVYSGPHPQREMLTAQNRFEVLTFLLLCYNAALTYMPSVSLQSLCQICSRICVCGYPRQHVRKYKGISSRIPVSSGFMVQMLTGIYFAFYNGEWDLAQKALDDIIYRAQLELYPEPLLVANAIKASLPHGPMKSNKEGTRC.... Result: 1 (interaction). (8) The miRNA is hsa-miR-2682-5p with sequence CAGGCAGUGACUGUUCAGACGUC. The protein sequence of the target gene is MSFPKAPLKRFNDPSGCAPSPGAYDVKTSEATKGPVSFQKSQRFKNQRESQQNLNIDKDTTLLASAKKAKKSVSKKDSQKNDKDVKRLEKEIRALLQERGTQDKRIQDMESELEKTEAKLNAAVREKTSLSASNASLEKRLTELTRANELLKAKFSEDGHQKNMRALSLELMKLRNKRETKMRSMMVKQEGMELKLQATQKDLTESKGKIVQLEGKLVSIEKEKIDEKCETEKLLEYIQEISCASDQVEKCKVDIAQLEEDLKEKDREILSLKQSLEENITFSKQIEDLTVKCQLLETER.... Result: 0 (no interaction). (9) The miRNA is rno-miR-494-3p with sequence UGAAACAUACACGGGAAACCUCU. The protein sequence of the target gene is MELDDFDPEDKEILSWDINDVKLPQNVKTTDWFQEWPDSYVKHIYSSDDRNAQRHLSSWAMRNTNNHNSRILKKSCLGVVVCSRDCSTEEGRKIYLRPAICDKARQKQQRKSCPNCNGPLKLIPCRGHGGFPVTNFWRHDGRFIFFQSKGEHDHPRPETKLEAEARRAMKKVHMASASNSLRMKGRPAAKALPAEIPSQGSLPLTWSFQEGVQLPGTYSTPLIANAPQQNSLNDCLSFPKSYDLGGSTELEDPTSTLDSMKFYERCKFSSSRIYGSEEQFQPPVPGTYGDYEDLQTWNKN.... Result: 0 (no interaction). (10) The miRNA is hsa-miR-6757-3p with sequence AACACUGGCCUUGCUAUCCCCA. The protein sequence of the target gene is MSFFQLLMKRKELIPLVVFMTVAAGGASSFAVYSLWKTDVILDRKKNPEPWETVDPTVPQKLITINQQWKPIEELQNVQRVTK. Result: 1 (interaction).